From a dataset of NCI-60 drug combinations with 297,098 pairs across 59 cell lines. Regression. Given two drug SMILES strings and cell line genomic features, predict the synergy score measuring deviation from expected non-interaction effect. (1) Drug 1: CC12CCC3C(C1CCC2OP(=O)(O)O)CCC4=C3C=CC(=C4)OC(=O)N(CCCl)CCCl.[Na+]. Drug 2: CC1C(C(CC(O1)OC2CC(CC3=C2C(=C4C(=C3O)C(=O)C5=CC=CC=C5C4=O)O)(C(=O)C)O)N)O. Cell line: UO-31. Synergy scores: CSS=58.6, Synergy_ZIP=-5.02, Synergy_Bliss=1.75, Synergy_Loewe=-6.45, Synergy_HSA=3.96. (2) Drug 1: C1CN1P(=S)(N2CC2)N3CC3. Drug 2: CS(=O)(=O)CCNCC1=CC=C(O1)C2=CC3=C(C=C2)N=CN=C3NC4=CC(=C(C=C4)OCC5=CC(=CC=C5)F)Cl. Cell line: MALME-3M. Synergy scores: CSS=-4.59, Synergy_ZIP=3.00, Synergy_Bliss=5.51, Synergy_Loewe=-5.24, Synergy_HSA=-3.99. (3) Drug 1: C(CCl)NC(=O)N(CCCl)N=O. Drug 2: N.N.Cl[Pt+2]Cl. Cell line: HT29. Synergy scores: CSS=17.1, Synergy_ZIP=-10.2, Synergy_Bliss=-1.26, Synergy_Loewe=-19.0, Synergy_HSA=-2.88. (4) Drug 1: C1=CC(=CC=C1CC(C(=O)O)N)N(CCCl)CCCl.Cl. Drug 2: COC1=C2C(=CC3=C1OC=C3)C=CC(=O)O2. Cell line: EKVX. Synergy scores: CSS=-4.28, Synergy_ZIP=-0.0518, Synergy_Bliss=-2.42, Synergy_Loewe=-5.14, Synergy_HSA=-4.45. (5) Drug 1: C1C(C(OC1N2C=NC3=C(N=C(N=C32)Cl)N)CO)O. Drug 2: C1=NC2=C(N1)C(=S)N=CN2. Cell line: NCI-H226. Synergy scores: CSS=20.4, Synergy_ZIP=-5.86, Synergy_Bliss=-7.44, Synergy_Loewe=-2.60, Synergy_HSA=-2.20.